Predict which catalyst facilitates the given reaction. From a dataset of Catalyst prediction with 721,799 reactions and 888 catalyst types from USPTO. Reactant: C([NH:8][C@H:9]1[CH2:13][CH2:12][C@@H:11]([C:14]2[C:22]3[C:17](=[CH:18][CH:19]=[C:20]([F:23])[CH:21]=3)[NH:16][CH:15]=2)[CH2:10]1)C1C=CC=CC=1.C([O-])=O.[NH4+]. Product: [F:23][C:20]1[CH:21]=[C:22]2[C:17](=[CH:18][CH:19]=1)[NH:16][CH:15]=[C:14]2[C@@H:11]1[CH2:12][CH2:13][C@H:9]([NH2:8])[CH2:10]1. The catalyst class is: 19.